Task: Predict the reaction yield, written as a fraction of the theoretical maximum amount of product (1.0 means a 100% yield; for example, 0.34 means a 34% yield).. Dataset: Reaction yield outcomes from USPTO patents with 853,638 reactions (1) The reactants are [N:1]12[CH2:8][CH2:7][CH:4]([CH2:5][CH2:6]1)[CH2:3][C@H:2]2O.FC1C([O:17][C:18](=O)[O:19]C2C(F)=C(F)C(F)=C(F)C=2F)=C(F)C(F)=C(F)C=1F.[C:36]1([C@H:42]2[C:51]3[C:46](=[CH:47][CH:48]=[CH:49][CH:50]=3)[CH2:45][CH2:44][NH:43]2)[CH:41]=[CH:40][CH:39]=[CH:38][CH:37]=1.[C:52]([OH:59])(=[O:58])[CH2:53][CH2:54][C:55]([OH:57])=[O:56]. The catalyst is ClCCl.CC(C)=O.C(O)(C)C. The product is [CH:39]1[CH:40]=[CH:41][C:36]([C@@H:42]2[N:43]([C:18]([O:19][C@@H:3]3[CH:4]4[CH2:7][CH2:8][N:1]([CH2:6][CH2:5]4)[CH2:2]3)=[O:17])[CH2:44][CH2:45][C:46]3[CH:47]=[CH:48][CH:49]=[CH:50][C:51]2=3)=[CH:37][CH:38]=1.[CH2:53]([C:52]([OH:59])=[O:58])[CH2:54][C:55]([OH:57])=[O:56]. The yield is 0.804. (2) The product is [Cl:21][C:22]1[CH:27]=[CH:26][C:25]([NH:28][C:29]([CH:4]2[C:5](=[O:12])[CH:6]3[C:9]([CH3:10])([CH3:11])[C@:2]([CH3:1])([CH2:8][CH2:7]3)[C:3]2=[O:13])=[O:30])=[CH:24][C:23]=1[C:31]([F:32])([F:33])[F:34]. The yield is 0.510. The reactants are [CH3:1][C@@:2]12[C:9]([CH3:11])([CH3:10])[CH:6]([CH2:7][CH2:8]1)[C:5](=[O:12])[CH2:4][C:3]2=[O:13].C(N(CC)CC)C.[Cl:21][C:22]1[CH:27]=[CH:26][C:25]([N:28]=[C:29]=[O:30])=[CH:24][C:23]=1[C:31]([F:34])([F:33])[F:32].Cl. The catalyst is CN(C)C1C=CN=CC=1.ClCCl. (3) The reactants are [CH3:1][N:2]1[C:6]([N:7]2[CH2:12][CH2:11][C:10](=[O:13])[CH2:9][CH2:8]2)=[C:5]([N+:14]([O-:16])=[O:15])[CH:4]=[N:3]1.CCN(CC)CC.Cl[Si:25]([CH3:28])([CH3:27])[CH3:26]. The catalyst is CN(C=O)C. The product is [CH3:1][N:2]1[C:6]([N:7]2[CH2:8][CH:9]=[C:10]([O:13][Si:25]([CH3:28])([CH3:27])[CH3:26])[CH2:11][CH2:12]2)=[C:5]([N+:14]([O-:16])=[O:15])[CH:4]=[N:3]1. The yield is 0.590. (4) The reactants are [NH2:1][C:2]1[CH:7]=[CH:6][CH:5]=[CH:4][C:3]=1[NH:8][C:9]([C@@H:11]1[CH2:15][CH2:14][CH2:13][N:12]1[C:16]1[N:21]=[CH:20][C:19]([C:22]([O:24][CH2:25][CH3:26])=[O:23])=[CH:18][N:17]=1)=O. The catalyst is CC(O)=O. The product is [NH:8]1[C:3]2[CH:4]=[CH:5][CH:6]=[CH:7][C:2]=2[N:1]=[C:9]1[C@@H:11]1[CH2:15][CH2:14][CH2:13][N:12]1[C:16]1[N:21]=[CH:20][C:19]([C:22]([O:24][CH2:25][CH3:26])=[O:23])=[CH:18][N:17]=1. The yield is 0.650. (5) The reactants are [Cl:1][C:2]1[CH:11]=[CH:10][C:9](I)=[CH:8][C:3]=1[C:4]([O:6][CH3:7])=[O:5].B1([C:27]2[N:32]=[CH:31][CH:30]=[CH:29][CH:28]=2)OCCN(C2C=CC=CC=2)CCO1.C(=O)([O-])[O-].[K+].[K+].C1(P(C2C=CC=CC=2)C2C=CC=CC=2)C=CC=CC=1. The catalyst is C1COCC1.C([O-])(=O)C.[Pd+2].C([O-])(=O)C.[Cu](I)I. The product is [Cl:1][C:2]1[CH:11]=[CH:10][C:9]([C:31]2[CH:30]=[CH:29][CH:28]=[CH:27][N:32]=2)=[CH:8][C:3]=1[C:4]([O:6][CH3:7])=[O:5]. The yield is 0.490. (6) The reactants are [CH:1]1[C:6]([OH:7])=[CH:5][CH:4]=[C:3]([S:8]([C:11]2[CH:16]=[CH:15][C:14]([OH:17])=[CH:13][CH:12]=2)(=[O:10])=[O:9])[CH:2]=1.C(=O)([O-])[O-].[K+].[K+].CS(C)=O.Cl[CH2:29][C:30]([O:32][CH3:33])=[O:31]. The catalyst is O. The product is [OH:17][C:14]1[CH:15]=[CH:16][C:11]([S:8]([C:3]2[CH:2]=[CH:1][C:6]([O:7][CH2:29][C:30]([O:32][CH3:33])=[O:31])=[CH:5][CH:4]=2)(=[O:10])=[O:9])=[CH:12][CH:13]=1. The yield is 0.540.